Dataset: Full USPTO retrosynthesis dataset with 1.9M reactions from patents (1976-2016). Task: Predict the reactants needed to synthesize the given product. Given the product [CH3:14][O:13][C:11](=[O:12])[CH2:10][C@@H:9]([NH:8][C:6]([O:5][C:1]([CH3:2])([CH3:3])[CH3:4])=[O:7])[C:15]1[CH:23]=[CH:22][C:18]([C:19](=[O:21])[NH:65][C:66]2[CH:71]=[CH:70][N:69]=[CH:68][CH:67]=2)=[CH:17][CH:16]=1, predict the reactants needed to synthesize it. The reactants are: [C:1]([O:5][C:6]([NH:8][C@@H:9]([C:15]1[CH:23]=[CH:22][C:18]([C:19]([OH:21])=O)=[CH:17][CH:16]=1)[CH2:10][C:11]([O:13][CH3:14])=[O:12])=[O:7])([CH3:4])([CH3:3])[CH3:2].CN(C(ON1N=NC2C=CC=CC1=2)=[N+](C)C)C.[B-](F)(F)(F)F.C1C=CC2N(O)N=NC=2C=1.CCN(C(C)C)C(C)C.[NH2:65][C:66]1[CH:71]=[CH:70][N:69]=[CH:68][CH:67]=1.